From a dataset of Reaction yield outcomes from USPTO patents with 853,638 reactions. Predict the reaction yield, written as a fraction of the theoretical maximum amount of product (1.0 means a 100% yield; for example, 0.34 means a 34% yield). (1) The reactants are P(Cl)(Cl)(Cl)=O.[Br:6][C:7]1[CH:8]=[N:9][CH:10]=[C:11]([CH:15]=1)[C:12]([NH2:14])=O. No catalyst specified. The product is [Br:6][C:7]1[CH:8]=[N:9][CH:10]=[C:11]([C:12]#[N:14])[CH:15]=1. The yield is 0.820. (2) The reactants are [CH3:1][O:2][C:3](=[O:29])[C:4]([NH:18]C(OCC1C=CC=CC=1)=O)=[CH:5][C:6]1[CH:7]=[C:8]2[C:12](=[C:13]([CH3:15])[CH:14]=1)[NH:11][CH:10]=[C:9]2[C:16]#[N:17]. The catalyst is CO.[Pd]. The product is [CH3:1][O:2][C:3](=[O:29])[CH:4]([NH2:18])[CH2:5][C:6]1[CH:7]=[C:8]2[C:12](=[C:13]([CH3:15])[CH:14]=1)[NH:11][CH:10]=[C:9]2[C:16]#[N:17]. The yield is 0.900. (3) The reactants are [Cl:1][C:2]1[CH:27]=[CH:26][CH:25]=[CH:24][C:3]=1[C:4]([NH:6][C:7](=[O:23])[NH:8][C:9]1[S:10][C:11]2[CH:17]=[C:16]([S:18]([CH:21]=[CH2:22])(=[O:20])=[O:19])[CH:15]=[CH:14][C:12]=2[N:13]=1)=[O:5].[OH:28][CH:29]1[CH2:33][CH2:32][NH:31][CH2:30]1. The catalyst is C1COCC1. The product is [Cl:1][C:2]1[CH:27]=[CH:26][CH:25]=[CH:24][C:3]=1[C:4]([NH:6][C:7](=[O:23])[NH:8][C:9]1[S:10][C:11]2[CH:17]=[C:16]([S:18]([CH2:21][CH2:22][N:31]3[CH2:32][CH2:33][CH:29]([OH:28])[CH2:30]3)(=[O:20])=[O:19])[CH:15]=[CH:14][C:12]=2[N:13]=1)=[O:5]. The yield is 0.330. (4) The reactants are [O:1]1[CH2:6][CH2:5][CH:4]([NH:7][C:8]2[CH:13]=[CH:12][N:11]=[C:10]([C:14]([O:16]C)=O)[CH:9]=2)[CH2:3][CH2:2]1.[NH2:18][CH2:19][CH:20]([OH:32])[CH2:21][N:22]1[CH2:31][CH2:30][C:29]2[C:24](=[CH:25][CH:26]=[CH:27][CH:28]=2)[CH2:23]1. The catalyst is CO. The product is [CH2:23]1[C:24]2[C:29](=[CH:28][CH:27]=[CH:26][CH:25]=2)[CH2:30][CH2:31][N:22]1[CH2:21][CH:20]([OH:32])[CH2:19][NH:18][C:14](=[O:16])[C:10]1[CH:9]=[C:8]([NH:7][CH:4]2[CH2:3][CH2:2][O:1][CH2:6][CH2:5]2)[CH:13]=[CH:12][N:11]=1. The yield is 0.344. (5) The reactants are Br[CH2:2][C:3]([C:5]1[CH:10]=[CH:9][CH:8]=[CH:7][C:6]=1[O:11][CH3:12])=O.[NH2:13][C:14]1[C:19]([CH3:20])=[CH:18][C:17]([Br:21])=[CH:16][N:15]=1.O. The catalyst is C(O)C. The product is [Br:21][C:17]1[CH:18]=[C:19]([CH3:20])[C:14]2[N:15]([CH:2]=[C:3]([C:5]3[CH:10]=[CH:9][CH:8]=[CH:7][C:6]=3[O:11][CH3:12])[N:13]=2)[CH:16]=1. The yield is 0.542.